This data is from Forward reaction prediction with 1.9M reactions from USPTO patents (1976-2016). The task is: Predict the product of the given reaction. (1) The product is: [CH3:21][N:22]([CH3:29])[CH:23]1[CH2:28][CH2:27][N:26]([C:31]2[CH:36]=[CH:35][C:34]([C:37]([F:40])([F:38])[F:39])=[CH:33][C:32]=2[N+:41]([O-:43])=[O:42])[CH2:25][CH2:24]1. Given the reactants Cl.Cl.C(N1CCC(N(C)C)CC1)C1C=CC=CC=1.Cl.Cl.[CH3:21][N:22]([CH3:29])[CH:23]1[CH2:28][CH2:27][NH:26][CH2:25][CH2:24]1.F[C:31]1[CH:36]=[CH:35][C:34]([C:37]([F:40])([F:39])[F:38])=[CH:33][C:32]=1[N+:41]([O-:43])=[O:42].C(N(CC)CC)C, predict the reaction product. (2) Given the reactants Br[C:2]1[C:10]2[S:9][C:8]([NH:11][C:12]([NH:14][CH2:15][CH3:16])=[O:13])=[N:7][C:6]=2[CH:5]=[C:4]([N:17]2[CH:21]=[CH:20][CH:19]=[N:18]2)[CH:3]=1.[N:22]1[CH:27]=[CH:26][CH:25]=[C:24](B(O)O)[CH:23]=1.[O-]P([O-])([O-])=O.[K+].[K+].[K+], predict the reaction product. The product is: [CH2:15]([NH:14][C:12]([NH:11][C:8]1[S:9][C:10]2[C:2]([C:24]3[CH:23]=[N:22][CH:27]=[CH:26][CH:25]=3)=[CH:3][C:4]([N:17]3[CH:21]=[CH:20][CH:19]=[N:18]3)=[CH:5][C:6]=2[N:7]=1)=[O:13])[CH3:16]. (3) Given the reactants Br[C:2]1[CH:7]=[CH:6][N:5]2[CH:8]=[C:9]([C:11]3[CH:16]=[CH:15][C:14]([O:17][CH3:18])=[CH:13][CH:12]=3)[N:10]=[C:4]2[CH:3]=1.Cl.[F:20][CH2:21][CH2:22][N:23]1[CH2:28][CH2:27][NH:26][CH2:25][CH2:24]1, predict the reaction product. The product is: [F:20][CH2:21][CH2:22][N:23]1[CH2:28][CH2:27][N:26]([C:2]2[CH:7]=[CH:6][N:5]3[CH:8]=[C:9]([C:11]4[CH:16]=[CH:15][C:14]([O:17][CH3:18])=[CH:13][CH:12]=4)[N:10]=[C:4]3[CH:3]=2)[CH2:25][CH2:24]1. (4) Given the reactants [CH:1]1([C:11]([OH:13])=O)[C:10]2[C:5](=[CH:6][CH:7]=[CH:8][CH:9]=2)[CH2:4][CH2:3][CH2:2]1.[CH3:14][O:15][C:16]1[CH:21]=[CH:20][C:19]([CH2:22][NH:23][C:24]2[CH:29]=[CH:28][C:27]([O:30][CH3:31])=[CH:26][CH:25]=2)=[CH:18][CH:17]=1, predict the reaction product. The product is: [CH3:14][O:15][C:16]1[CH:17]=[CH:18][C:19]([CH2:22][N:23]([C:24]2[CH:25]=[CH:26][C:27]([O:30][CH3:31])=[CH:28][CH:29]=2)[C:11]([CH:1]2[C:10]3[C:5](=[CH:6][CH:7]=[CH:8][CH:9]=3)[CH2:4][CH2:3][CH2:2]2)=[O:13])=[CH:20][CH:21]=1. (5) Given the reactants CCO.[C:4]([NH:7][C@H:8]([CH2:24][O:25][CH3:26])[C:9]([NH:11][CH2:12][C:13]1[CH:18]=[CH:17][C:16]([C:19]#[C:20][CH2:21][O:22][CH3:23])=[CH:15][CH:14]=1)=[O:10])(=[O:6])[CH3:5].CCOC(C)=O, predict the reaction product. The product is: [C:4]([NH:7][C@H:8]([CH2:24][O:25][CH3:26])[C:9]([NH:11][CH2:12][C:13]1[CH:14]=[CH:15][C:16]([CH2:19][CH2:20][CH2:21][O:22][CH3:23])=[CH:17][CH:18]=1)=[O:10])(=[O:6])[CH3:5]. (6) Given the reactants C([O:8][CH:9]([CH2:18][CH:19]([F:21])[F:20])[CH2:10][C:11]1[CH:16]=[CH:15][CH:14]=[CH:13][C:12]=1[CH3:17])C1C=CC=CC=1, predict the reaction product. The product is: [F:20][CH:19]([F:21])[CH2:18][CH:9]([OH:8])[CH2:10][C:11]1[CH:16]=[CH:15][CH:14]=[CH:13][C:12]=1[CH3:17]. (7) Given the reactants F[P-](F)(F)(F)(F)F.N1(O[P+](N(C)C)(N(C)C)N(C)C)C2C=CC=CC=2N=N1.[CH3:28][N:29]1[C:33]([C:34]([OH:36])=O)=[CH:32][C:31]([CH3:37])=[N:30]1.C(N(C(C)C)CC)(C)C.[CH3:47][O:48][C:49]1[CH:50]=[C:51]([NH:59][C:60]2[N:61]=[CH:62][C:63]3[CH2:69][NH:68][CH2:67][CH2:66][C:64]=3[N:65]=2)[CH:52]=[C:53]([O:57][CH3:58])[C:54]=1[O:55][CH3:56], predict the reaction product. The product is: [CH3:28][N:29]1[C:33]([C:34]([N:68]2[CH2:67][CH2:66][C:64]3[N:65]=[C:60]([NH:59][C:51]4[CH:50]=[C:49]([O:48][CH3:47])[C:54]([O:55][CH3:56])=[C:53]([O:57][CH3:58])[CH:52]=4)[N:61]=[CH:62][C:63]=3[CH2:69]2)=[O:36])=[CH:32][C:31]([CH3:37])=[N:30]1. (8) The product is: [Br:21][C:22]1[C:30]2[C:25](=[CH:26][CH:27]=[CH:28][CH:29]=2)[N:24]([CH2:1][C:3]2[CH:4]=[C:5]([C:9]3[CH:14]=[CH:13][C:12]([C:15]([O:17][CH3:18])=[O:16])=[CH:11][CH:10]=3)[CH:6]=[CH:7][CH:8]=2)[C:23]=1[C:31]([O:33][CH2:34][CH3:35])=[O:32]. Given the reactants [CH:1]([C:3]1[CH:4]=[C:5]([C:9]2[CH:14]=[CH:13][C:12]([C:15]([O:17][CH3:18])=[O:16])=[CH:11][CH:10]=2)[CH:6]=[CH:7][CH:8]=1)=O.[BH4-].[Na+].[Br:21][C:22]1[C:30]2[C:25](=[CH:26][CH:27]=[CH:28][CH:29]=2)[NH:24][C:23]=1[C:31]([O:33][CH2:34][CH3:35])=[O:32].C1C=CC(P(C2C=CC=CC=2)C2C=CC=CC=2)=CC=1.CC(OC(/N=N/C(OC(C)C)=O)=O)C, predict the reaction product. (9) The product is: [C:1]([C:3]1[CH:4]=[C:5]([S:22]([NH:25][C:26]2[CH:31]=[CH:30][N:29]=[CH:28][N:27]=2)(=[O:23])=[O:24])[CH:6]=[CH:7][C:8]=1[O:9][C@H:10]1[CH2:15][CH2:14][CH2:13][CH2:12][C@@H:11]1[C:16]1[N:20]([CH3:21])[N:19]=[CH:18][CH:17]=1)#[N:2]. Given the reactants [C:1]([C:3]1[CH:4]=[C:5]([S:22]([N:25](CC2C=CC(OC)=CC=2OC)[C:26]2[CH:31]=[CH:30][N:29]=[CH:28][N:27]=2)(=[O:24])=[O:23])[CH:6]=[CH:7][C:8]=1[O:9][C@H:10]1[CH2:15][CH2:14][CH2:13][CH2:12][C@@H:11]1[C:16]1[N:20]([CH3:21])[N:19]=[CH:18][CH:17]=1)#[N:2].C([SiH](CC)CC)C.FC(F)(F)C(O)=O, predict the reaction product.